This data is from Full USPTO retrosynthesis dataset with 1.9M reactions from patents (1976-2016). The task is: Predict the reactants needed to synthesize the given product. (1) Given the product [Cl:12][C:8]1[CH:7]=[C:6]2[C:11]([C:2]([N:42]3[CH2:41][CH2:40][N:39]([C:37]([NH:22][C:23]4[CH:18]=[CH:17][C:16]([F:45])=[CH:15][CH:24]=4)=[O:38])[CH2:44][CH2:43]3)=[CH:3][C:4]([CH3:13])=[N:5]2)=[CH:10][CH:9]=1, predict the reactants needed to synthesize it. The reactants are: Cl[C:2]1[C:11]2[C:6](=[CH:7][C:8]([Cl:12])=[CH:9][CH:10]=2)[N:5]=[C:4]([CH3:13])[CH:3]=1.Cl[C:15]1[CH:24]=[C:23]2[C:18](C(N3CCNCC3)=CC(C)=[N:22]2)=[CH:17][CH:16]=1.C(O[C:37]([N:39]1[CH2:44][CH2:43][NH:42][CH2:41][CH2:40]1)=[O:38])(C)(C)C.[F:45]C(F)(F)C(O)=O. (2) The reactants are: [CH3:1][O:2][C:3](=[O:11])[C:4]1[CH:9]=[CH:8][N:7]=[CH:6][C:5]=1Br.C(N(CC)CC)C.[C:19]([C:23]1[CH:28]=[CH:27][C:26]([C:29]#[CH:30])=[CH:25][CH:24]=1)([CH3:22])([CH3:21])[CH3:20]. Given the product [CH3:1][O:2][C:3](=[O:11])[C:4]1[CH:9]=[CH:8][N:7]=[CH:6][C:5]=1[C:30]#[C:29][C:26]1[CH:25]=[CH:24][C:23]([C:19]([CH3:22])([CH3:21])[CH3:20])=[CH:28][CH:27]=1, predict the reactants needed to synthesize it. (3) Given the product [CH:8]1([NH:7][C:5]([C:4]2[CH:3]=[C:2]([NH:1][C:18](=[O:28])[C:19]3[C:20](=[CH:24][CH:25]=[CH:26][CH:27]=3)[C:21]([OH:23])=[O:22])[CH:17]=[CH:16][CH:15]=2)=[O:6])[CH2:14][CH2:13][CH2:12][CH2:11][CH2:10][CH2:9]1, predict the reactants needed to synthesize it. The reactants are: [NH2:1][C:2]1[CH:3]=[C:4]([CH:15]=[CH:16][CH:17]=1)[C:5]([NH:7][CH:8]1[CH2:14][CH2:13][CH2:12][CH2:11][CH2:10][CH2:9]1)=[O:6].[C:18]1(=[O:28])[O:23][C:21](=[O:22])[C:20]2=[CH:24][CH:25]=[CH:26][CH:27]=[C:19]12.C(N(CC)C(C)C)(C)C.